From a dataset of Rat liver microsome stability data. Regression/Classification. Given a drug SMILES string, predict its absorption, distribution, metabolism, or excretion properties. Task type varies by dataset: regression for continuous measurements (e.g., permeability, clearance, half-life) or binary classification for categorical outcomes (e.g., BBB penetration, CYP inhibition). Dataset: rlm. (1) The compound is Cc1sc(NC(=O)Cc2ccc3c(c2)OCO3)nc1-c1ccc2c(c1)CCN2C. The result is 1 (stable in rat liver microsomes). (2) The result is 0 (unstable in rat liver microsomes). The molecule is O=C(N[C@@H](Cn1ccnc1)c1ccc(-c2ccc(F)cc2)cc1Cl)c1ccc(-c2nnc(-c3ccccc3)o2)cc1. (3) The compound is Cc1nc(C(=O)Nc2cccc(F)n2)c(C)n1-c1ccc(F)cc1. The result is 0 (unstable in rat liver microsomes). (4) The compound is CS(=O)(=O)N1CCN(C(=O)c2cnc3ccc(F)cc3c2-c2ccc(C3(C#N)CC3)cc2)CC1. The result is 0 (unstable in rat liver microsomes). (5) The molecule is NC(=O)[C@]12CC3CC(C1)[C@@H](OC(=O)N1CC[C@@H](Nc4cccc(C(F)(F)F)n4)C1)C(C3)C2. The result is 1 (stable in rat liver microsomes).